From a dataset of Catalyst prediction with 721,799 reactions and 888 catalyst types from USPTO. Predict which catalyst facilitates the given reaction. (1) Reactant: [CH2:1]([O:8][C:9]1[CH:14]=[CH:13][C:12]([C:15]([C:17]2[C:22](Cl)=[N:21][CH:20]=[CH:19][N:18]=2)=O)=[CH:11][CH:10]=1)[C:2]1[CH:7]=[CH:6][CH:5]=[CH:4][CH:3]=1.O.[NH2:25][NH2:26]. Product: [CH2:1]([O:8][C:9]1[CH:14]=[CH:13][C:12]([C:15]2[C:17]3[C:22](=[N:21][CH:20]=[CH:19][N:18]=3)[NH:26][N:25]=2)=[CH:11][CH:10]=1)[C:2]1[CH:7]=[CH:6][CH:5]=[CH:4][CH:3]=1. The catalyst class is: 14. (2) Reactant: [CH3:1][N:2]1[C:7](=[O:8])[C:6]([NH:9][C:10]2[CH:19]=[C:13]3[CH2:14][N:15]([CH3:18])[CH2:16][CH2:17][N:12]3[N:11]=2)=[CH:5][C:4]([C:20]2[C:25]([CH:26]=[O:27])=[C:24]([N:28]3[C:40](=[O:41])[C:32]4=[CH:33][N:34]5[C:39]([CH2:38][CH2:37][CH2:36][CH2:35]5)=[C:31]4[CH:30]=[N:29]3)[N:23]=[CH:22][CH:21]=2)=[CH:3]1.[BH4-].[Na+]. Product: [OH:27][CH2:26][C:25]1[C:24]([N:28]2[C:40](=[O:41])[C:32]3=[CH:33][N:34]4[C:39]([CH2:38][CH2:37][CH2:36][CH2:35]4)=[C:31]3[CH:30]=[N:29]2)=[N:23][CH:22]=[CH:21][C:20]=1[C:4]1[CH:5]=[C:6]([NH:9][C:10]2[CH:19]=[C:13]3[CH2:14][N:15]([CH3:18])[CH2:16][CH2:17][N:12]3[N:11]=2)[C:7](=[O:8])[N:2]([CH3:1])[CH:3]=1. The catalyst class is: 5. (3) Reactant: F[C:2]1[CH:10]=[CH:9][C:5]([C:6]([OH:8])=[O:7])=[CH:4][C:3]=1[N+:11]([O-:13])=[O:12].[NH2:14][C:15]1[CH:20]=[CH:19][CH:18]=[CH:17][CH:16]=1.C(O)C.Cl. Product: [N+:11]([C:3]1[CH:4]=[C:5]([CH:9]=[CH:10][C:2]=1[NH:14][C:15]1[CH:20]=[CH:19][CH:18]=[CH:17][CH:16]=1)[C:6]([OH:8])=[O:7])([O-:13])=[O:12]. The catalyst class is: 6. (4) Reactant: C([N:8]1[CH2:29][CH2:28][C:11]2[N:12]=[CH:13][N:14]=[C:15]([NH:16][CH2:17][C:18]3[CH:19]=[N:20][C:21]([C:24]([F:27])([F:26])[F:25])=[CH:22][CH:23]=3)[C:10]=2[CH2:9]1)C1C=CC=CC=1. Product: [F:26][C:24]([F:25])([F:27])[C:21]1[N:20]=[CH:19][C:18]([CH2:17][NH:16][C:15]2[C:10]3[CH2:9][NH:8][CH2:29][CH2:28][C:11]=3[N:12]=[CH:13][N:14]=2)=[CH:23][CH:22]=1. The catalyst class is: 43. (5) Reactant: [N:1]1[CH:6]=[CH:5][C:4]([C:7]2[CH:11]=[N:10][NH:9][C:8]=2[C:12]2[CH:29]=[CH:28][C:15]([O:16][CH2:17][C:18]3[CH:27]=[CH:26][C:25]4[C:20](=[CH:21][CH:22]=[CH:23][CH:24]=4)[N:19]=3)=[CH:14][CH:13]=2)=[CH:3][CH:2]=1.[CH3:30]NN.S(=O)(=O)(O)O. Product: [CH3:30][N:10]1[CH:11]=[C:7]([C:4]2[CH:3]=[CH:2][N:1]=[CH:6][CH:5]=2)[C:8]([C:12]2[CH:13]=[CH:14][C:15]([O:16][CH2:17][C:18]3[CH:27]=[CH:26][C:25]4[C:20](=[CH:21][CH:22]=[CH:23][CH:24]=4)[N:19]=3)=[CH:28][CH:29]=2)=[N:9]1. The catalyst class is: 8. (6) Reactant: [CH3:1][O:2][C:3]([C:5]1[C:10]([NH2:11])=[CH:9][C:8]([C:12]#[C:13][CH2:14][O:15][Si](C(C)(C)C)(C)C)=[CH:7][N:6]=1)=[O:4].C(O)(C(F)(F)F)=O.C1(C)C=CC=CC=1. Product: [CH3:1][O:2][C:3]([C:5]1[C:10]([NH2:11])=[CH:9][C:8]([C:12]#[C:13][CH2:14][OH:15])=[CH:7][N:6]=1)=[O:4]. The catalyst class is: 2.